Dataset: Catalyst prediction with 721,799 reactions and 888 catalyst types from USPTO. Task: Predict which catalyst facilitates the given reaction. (1) Reactant: NC1(C2C=CC(C3C(=O)C4C(=CC=C(F)C=4)OC=3C3C=CC=CC=3)=CC=2)CCC1.C(OC(=O)[NH:36][C:37]1([C:41]2[CH:46]=[CH:45][C:44]([C:47]3[C:52](=[O:53])[C:51]4[CH:54]=[C:55]([Cl:69])[C:56]5[N:57]=[CH:58][N:59](COCC[Si](C)(C)C)[C:60]=5[C:50]=4[O:49][C:48]=3[C:70]3[CH:75]=[CH:74][CH:73]=[CH:72][CH:71]=3)=[CH:43][CH:42]=2)[CH2:40][CH2:39][CH2:38]1)(C)(C)C.C(OC(=O)NC1(C2C=CC(C3C(=O)C4C=C(Cl)C5N(CCCC[Si](C)(C)C)C=NC=5C=4OC=3C3C=CC=CC=3)=CC=2)CCC1)(C)(C)C.CO. Product: [NH2:36][C:37]1([C:41]2[CH:42]=[CH:43][C:44]([C:47]3[C:52](=[O:53])[C:51]4[CH:54]=[C:55]([Cl:69])[C:56]5[N:57]=[CH:58][NH:59][C:60]=5[C:50]=4[O:49][C:48]=3[C:70]3[CH:75]=[CH:74][CH:73]=[CH:72][CH:71]=3)=[CH:45][CH:46]=2)[CH2:40][CH2:39][CH2:38]1. The catalyst class is: 2. (2) Reactant: [CH2:1]([O:3][C:4]([CH:6]1[CH2:14][C:13]2[C:8](=[C:9]([CH3:17])[C:10]([Br:16])=[C:11]([CH3:15])[CH:12]=2)[C:7]1=[O:18])=[O:5])[CH3:2].[H-].[Na+].[CH3:21]I. Product: [CH2:1]([O:3][C:4]([C:6]1([CH3:21])[CH2:14][C:13]2[C:8](=[C:9]([CH3:17])[C:10]([Br:16])=[C:11]([CH3:15])[CH:12]=2)[C:7]1=[O:18])=[O:5])[CH3:2]. The catalyst class is: 1. (3) Reactant: N1C=CC=CC=1.[CH3:7][S:8](Cl)(=[O:10])=[O:9].[F:12][C:13]1[CH:23]=[CH:22][C:16]([O:17][CH2:18][CH2:19][CH2:20][NH2:21])=[C:15]([N+:24]([O-:26])=[O:25])[CH:14]=1.Cl. Product: [F:12][C:13]1[CH:23]=[CH:22][C:16]([O:17][CH2:18][CH2:19][CH2:20][NH:21][S:8]([CH3:7])(=[O:10])=[O:9])=[C:15]([N+:24]([O-:26])=[O:25])[CH:14]=1. The catalyst class is: 229. (4) Reactant: C([N:8]1[CH2:13][CH2:12][O:11][CH2:10][C:9]1([CH3:18])[C:14]([O:16][CH3:17])=[O:15])C1C=CC=CC=1. Product: [CH3:18][C:9]1([C:14]([O:16][CH3:17])=[O:15])[CH2:10][O:11][CH2:12][CH2:13][NH:8]1. The catalyst class is: 50.